This data is from Full USPTO retrosynthesis dataset with 1.9M reactions from patents (1976-2016). The task is: Predict the reactants needed to synthesize the given product. (1) Given the product [C:1]([C:5]1[CH:6]=[CH:7][C:8]([C:11]2[NH:12][C:13](=[O:23])[C:14]3[N:15]([N:17]=[CH:18][CH:19]=3)[CH:16]=2)=[CH:9][CH:10]=1)([CH3:4])([CH3:2])[CH3:3], predict the reactants needed to synthesize it. The reactants are: [C:1]([C:5]1[CH:10]=[CH:9][C:8]([C:11]2[NH:12][C:13](=[O:23])[C:14]3[N:15]([N:17]=[C:18](C(O)=O)[CH:19]=3)[CH:16]=2)=[CH:7][CH:6]=1)([CH3:4])([CH3:3])[CH3:2]. (2) Given the product [CH3:24][O:23][C:20]1[N:19]=[CH:18][C:17]([C:16]#[C:15][C:2]2[CH2:7][CH2:6][N:5]([C:8]([O:10][C:11]([CH3:14])([CH3:13])[CH3:12])=[O:9])[CH2:4][CH:3]=2)=[CH:22][CH:21]=1, predict the reactants needed to synthesize it. The reactants are: O[C:2]1([C:15]#[C:16][C:17]2[CH:18]=[N:19][C:20]([O:23][CH3:24])=[CH:21][CH:22]=2)[CH2:7][CH2:6][N:5]([C:8]([O:10][C:11]([CH3:14])([CH3:13])[CH3:12])=[O:9])[CH2:4][CH2:3]1.P(Br)(Br)Br.O.C(O)(=O)CC(CC(O)=O)(C(O)=O)O. (3) Given the product [Cl:25][CH2:24][CH:26]([OH:28])[CH2:27][N:11]1[CH2:12][CH2:13][N:8]([C:1]([O:3][C:4]([CH3:7])([CH3:6])[CH3:5])=[O:2])[CH2:9][C:10]1=[O:14], predict the reactants needed to synthesize it. The reactants are: [C:1]([N:8]1[CH2:13][CH2:12][NH:11][C:10](=[O:14])[CH2:9]1)([O:3][C:4]([CH3:7])([CH3:6])[CH3:5])=[O:2].C([Li])CCC.B(F)(F)F.[CH2:24]([CH:26]1[O:28][CH2:27]1)[Cl:25]. (4) The reactants are: C[N:2](C)/[CH:3]=[CH:4]/[C:5]([C:7]1[C:12](=[O:13])[CH:11]=[CH:10][N:9]([C:14]2[CH:19]=[CH:18][C:17]([S:20]([CH3:23])(=[O:22])=[O:21])=[CH:16][CH:15]=2)[N:8]=1)=O.[Cl:25][C:26]1[CH:27]=[C:28]([NH:32]N)[CH:29]=[CH:30][CH:31]=1. Given the product [Cl:25][C:26]1[CH:27]=[C:28]([N:32]2[C:5]([C:7]3[C:12](=[O:13])[CH:11]=[CH:10][N:9]([C:14]4[CH:19]=[CH:18][C:17]([S:20]([CH3:23])(=[O:22])=[O:21])=[CH:16][CH:15]=4)[N:8]=3)=[CH:4][CH:3]=[N:2]2)[CH:29]=[CH:30][CH:31]=1, predict the reactants needed to synthesize it.